From a dataset of Peptide-MHC class II binding affinity with 134,281 pairs from IEDB. Regression. Given a peptide amino acid sequence and an MHC pseudo amino acid sequence, predict their binding affinity value. This is MHC class II binding data. (1) The peptide sequence is SRVLNYDFNKLTALA. The MHC is DRB1_0301 with pseudo-sequence DRB1_0301. The binding affinity (normalized) is 0.925. (2) The peptide sequence is YAAQGYKVLVLNPSVAAT. The MHC is DRB5_0101 with pseudo-sequence DRB5_0101. The binding affinity (normalized) is 0.610.